This data is from Full USPTO retrosynthesis dataset with 1.9M reactions from patents (1976-2016). The task is: Predict the reactants needed to synthesize the given product. (1) Given the product [CH2:1]([O:3][C:4]([O:6][CH2:7][CH2:8][CH2:9][C:10]([CH3:21])([CH3:20])[CH2:11][O:12][S:13]([CH2:16][CH2:17][CH2:18][N:22]=[N+:23]=[N-:24])(=[O:15])=[O:14])=[O:5])[CH3:2], predict the reactants needed to synthesize it. The reactants are: [CH2:1]([O:3][C:4]([O:6][CH2:7][CH2:8][CH2:9][C:10]([CH3:21])([CH3:20])[CH2:11][O:12][S:13]([CH2:16][CH2:17][CH2:18]Cl)(=[O:15])=[O:14])=[O:5])[CH3:2].[N-:22]=[N+:23]=[N-:24].[Na+]. (2) The reactants are: [CH2:1]([O:4][C:5]1[CH:6]=[C:7]([CH:11]=[CH:12][CH:13]=1)[C:8]([OH:10])=O)[CH:2]=[CH2:3].[NH:14]1[CH2:19][CH2:18][CH:17]([C:20]2[CH:21]=[C:22]([CH:32]=[CH:33][CH:34]=2)[CH2:23][NH:24][C:25](=[O:31])[O:26][C:27]([CH3:30])([CH3:29])[CH3:28])[CH2:16][CH2:15]1.CCN=C=NCCCN(C)C.C1C=CC2N(O)N=NC=2C=1.CCN(C(C)C)C(C)C. Given the product [CH2:1]([O:4][C:5]1[CH:6]=[C:7]([CH:11]=[CH:12][CH:13]=1)[C:8]([N:14]1[CH2:19][CH2:18][CH:17]([C:20]2[CH:21]=[C:22]([CH:32]=[CH:33][CH:34]=2)[CH2:23][NH:24][C:25](=[O:31])[O:26][C:27]([CH3:30])([CH3:28])[CH3:29])[CH2:16][CH2:15]1)=[O:10])[CH:2]=[CH2:3], predict the reactants needed to synthesize it. (3) The reactants are: [CH2:1]([O:8][C:9]1[CH:10]=[CH:11][C:12]([C:18]([O:20]CC)=O)=[C:13]([CH:17]=1)[C:14]([OH:16])=O)[C:2]1[CH:7]=[CH:6][CH:5]=[CH:4][CH:3]=1.[CH2:23]([NH:28][CH2:29][C:30]([O:32][CH2:33][CH3:34])=[O:31])[C:24]([CH3:27])([CH3:26])[CH3:25].Cl.C(N=C=NCCCN(C)C)C.ON1C2C=CC=CC=2N=N1.C(=O)([O-])[O-].[K+].[K+].C(Br)C1C=CC=CC=1.C(O)C.[O-]CC.[Na+].Cl. Given the product [CH2:1]([O:8][C:9]1[CH:17]=[C:13]2[C:12]([C:18]([OH:20])=[C:29]([C:30]([O:32][CH2:33][CH3:34])=[O:31])[N:28]([CH2:23][C:24]([CH3:25])([CH3:26])[CH3:27])[C:14]2=[O:16])=[CH:11][CH:10]=1)[C:2]1[CH:3]=[CH:4][CH:5]=[CH:6][CH:7]=1, predict the reactants needed to synthesize it. (4) Given the product [F:1][C:2]([C:12]#[C:13][C:14]1[CH:19]=[CH:18][C:17]([CH2:20][N:21]2[CH2:26][CH2:25][O:24][CH2:23][CH2:22]2)=[CH:16][CH:15]=1)=[CH:3][C:4]1[CH:11]=[CH:10][C:7]([C:8]([OH:30])=[O:28])=[CH:6][CH:5]=1, predict the reactants needed to synthesize it. The reactants are: [F:1][C:2]([C:12]#[C:13][C:14]1[CH:19]=[CH:18][C:17]([CH2:20][N:21]2[CH2:26][CH2:25][O:24][CH2:23][CH2:22]2)=[CH:16][CH:15]=1)=[CH:3][C:4]1[CH:11]=[CH:10][C:7]([C:8]#N)=[CH:6][CH:5]=1.[Li+].[OH-:28].Cl.[O:30]1C=COC=C1. (5) Given the product [NH2:17][C@H:12]1[CH2:11][CH2:10][C@@H:9]2[CH2:16][C@H:13]1[C:14](=[O:15])[N:8]2[C:6]([O:5][C:1]([CH3:3])([CH3:2])[CH3:4])=[O:7], predict the reactants needed to synthesize it. The reactants are: [C:1]([O:5][C:6]([N:8]1[C:14](=[O:15])[C@@H:13]2[CH2:16][C@H:9]1[CH2:10][CH2:11][C@@H:12]2[NH:17]C(OCC1C=CC=CC=1)=O)=[O:7])([CH3:4])([CH3:3])[CH3:2].